This data is from Volume of distribution at steady state (VDss) regression data from Lombardo et al.. The task is: Regression/Classification. Given a drug SMILES string, predict its absorption, distribution, metabolism, or excretion properties. Task type varies by dataset: regression for continuous measurements (e.g., permeability, clearance, half-life) or binary classification for categorical outcomes (e.g., BBB penetration, CYP inhibition). For this dataset (vdss_lombardo), we predict log10(VDss) (log10 of volume of distribution in L/kg). (1) The log10(VDss) is -0.720. The molecule is C[NH2+]C1C(O)C(OC2C(N)CC([NH3+])C(OC3OC(C[NH3+])=CCC3[NH3+])C2O)OCC1(C)O. (2) The molecule is CN(C)CC(Oc1ccccc1)Oc1ccccc1. The log10(VDss) is 0.450. (3) The drug is C[NH2+]C1CCc2[nH]c3ccc(C(N)=O)cc3c2C1. The log10(VDss) is 0.560. (4) The molecule is CCCCCCCCC/C=C/C=C/C(=O)NCC(=O)NC1C(O)C(O)C(Nc2[nH]cnc3ncnc2-3)OC1C(O)CO. The log10(VDss) is -0.770. (5) The drug is C[NH+]1C2CC(OC(=O)C(CO)c3ccccc3)CC1C1OC12. The log10(VDss) is 0.490. (6) The drug is O=C(Cc1cccs1)NC1C(=O)N2C(C(=O)[O-])=C(C[n+]3ccccc3)CSC12. The log10(VDss) is -0.340. (7) The molecule is CN(C(=O)CC(=O)N(C)c1c(I)c(C(=O)N[C@H](CO)[C@H](O)CO)c(I)c(C(=O)N[C@H](CO)[C@H](O)CO)c1I)c1c(I)c(C(=O)N[C@H](CO)[C@H](O)CO)c(I)c(C(=O)N[C@H](CO)[C@H](O)CO)c1I. The log10(VDss) is -0.640.